This data is from Reaction yield outcomes from USPTO patents with 853,638 reactions. The task is: Predict the reaction yield, written as a fraction of the theoretical maximum amount of product (1.0 means a 100% yield; for example, 0.34 means a 34% yield). (1) The reactants are Br[C:2]1[C:6]([C:7]([N:9]([O:11][CH3:12])[CH3:10])=[O:8])=[CH:5][N:4]([CH2:13][C:14]2[CH:19]=[CH:18][C:17]([O:20][CH3:21])=[CH:16][CH:15]=2)[N:3]=1.[CH2:22]([Sn](CCCC)(CCCC)C=C)[CH2:23]CC. The catalyst is C1(C)C=CC=CC=1.C1C=CC([P]([Pd]([P](C2C=CC=CC=2)(C2C=CC=CC=2)C2C=CC=CC=2)([P](C2C=CC=CC=2)(C2C=CC=CC=2)C2C=CC=CC=2)[P](C2C=CC=CC=2)(C2C=CC=CC=2)C2C=CC=CC=2)(C2C=CC=CC=2)C2C=CC=CC=2)=CC=1. The product is [CH3:21][O:20][C:17]1[CH:18]=[CH:19][C:14]([CH2:13][N:4]2[CH:5]=[C:6]([C:7]([N:9]([O:11][CH3:12])[CH3:10])=[O:8])[C:2]([CH:22]=[CH2:23])=[N:3]2)=[CH:15][CH:16]=1. The yield is 0.650. (2) The reactants are [C:1]([C:5]1[CH:6]=[C:7]([N:15]2[CH:19]=[C:18]([C:20]([O:22][CH2:23][CH3:24])=[O:21])[C:17]([CH3:25])=[C:16]2[C:26](O)=[O:27])[CH:8]=[C:9]([C:11]2([CH3:14])[CH2:13][CH2:12]2)[CH:10]=1)([CH3:4])([CH3:3])[CH3:2].[NH:29]1[CH2:34][CH2:33][CH2:32][CH2:31][CH2:30]1.CN(C(ON1N=NC2C=CC=NC1=2)=[N+](C)C)C.F[P-](F)(F)(F)(F)F. The catalyst is CN(C=O)C.O. The product is [C:1]([C:5]1[CH:6]=[C:7]([N:15]2[C:16]([C:26]([N:29]3[CH2:34][CH2:33][CH2:32][CH2:31][CH2:30]3)=[O:27])=[C:17]([CH3:25])[C:18]([C:20]([O:22][CH2:23][CH3:24])=[O:21])=[CH:19]2)[CH:8]=[C:9]([C:11]2([CH3:14])[CH2:13][CH2:12]2)[CH:10]=1)([CH3:3])([CH3:4])[CH3:2]. The yield is 0.670. (3) The catalyst is ClCCl. The reactants are [CH:1]1([N:7]=[C:8]=[O:9])[CH2:6][CH2:5][CH2:4][CH2:3][CH2:2]1.[CH2:10]([NH2:16])[CH2:11][CH2:12][CH2:13][CH2:14][CH3:15].[C:17](Cl)(=[O:22])[CH2:18][C:19](Cl)=[O:20].C(N(C(C)C)CC)(C)C.[N:33]([CH2:36][C:37]([O:39]CC)=[O:38])=[C:34]=[O:35]. The yield is 0.240. The product is [CH:1]1([N:7]2[C:19]([OH:20])=[C:18]([C:34]([NH:33][CH2:36][C:37]([OH:39])=[O:38])=[O:35])[C:17](=[O:22])[N:16]([CH2:10][CH2:11][CH2:12][CH2:13][CH2:14][CH3:15])[C:8]2=[O:9])[CH2:6][CH2:5][CH2:4][CH2:3][CH2:2]1. (4) The reactants are [CH:1]1[CH:2]=[CH:3][C:4](/[CH:7]=[CH:8]/[CH2:9][OH:10])=[CH:5][CH:6]=1.N1C=CC=CC=1.[CH2:17]([O:19][C:20](=[O:26])[CH:21]=[CH:22][C:23](Cl)=[O:24])[CH3:18]. The catalyst is CN(C)C1C=CN=CC=1.CC(OC)(C)C. The product is [C:23]([O:10][CH2:9][CH:8]=[CH:7][C:4]1[CH:5]=[CH:6][CH:1]=[CH:2][CH:3]=1)(=[O:24])/[CH:22]=[CH:21]/[C:20]([O:19][CH2:17][CH3:18])=[O:26]. The yield is 0.730. (5) The reactants are Br[C:2]1[CH:3]=[C:4]([F:11])[CH:5]=[C:6]2[C:10]=1[NH:9][CH:8]=[CH:7]2.C(Cl)Cl.[CH3:15][N:16](C=O)C. The catalyst is [C-]#N.[C-]#N.[Zn+2].C1C=CC([P]([Pd]([P](C2C=CC=CC=2)(C2C=CC=CC=2)C2C=CC=CC=2)([P](C2C=CC=CC=2)(C2C=CC=CC=2)C2C=CC=CC=2)[P](C2C=CC=CC=2)(C2C=CC=CC=2)C2C=CC=CC=2)(C2C=CC=CC=2)C2C=CC=CC=2)=CC=1. The product is [F:11][C:4]1[CH:5]=[C:6]2[C:10](=[C:2]([C:15]#[N:16])[CH:3]=1)[NH:9][CH:8]=[CH:7]2. The yield is 0.640. (6) The product is [CH3:1][O:2][CH2:3][C@H:4]([CH3:40])[O:5][C:6]1[CH:7]=[C:8]([C:23]2[NH:27][C:26]([C:35]([O:37][CH2:38][CH3:39])=[O:36])=[CH:25][CH:24]=2)[CH:9]=[C:10]([O:12][C:13]2[CH:14]=[CH:15][C:16]([S:19]([CH3:22])(=[O:21])=[O:20])=[CH:17][CH:18]=2)[CH:11]=1. The catalyst is ClCCl. The reactants are [CH3:1][O:2][CH2:3][C@H:4]([CH3:40])[O:5][C:6]1[CH:7]=[C:8]([C:23]2[N:27](C(OC(C)(C)C)=O)[C:26]([C:35]([O:37][CH2:38][CH3:39])=[O:36])=[CH:25][CH:24]=2)[CH:9]=[C:10]([O:12][C:13]2[CH:18]=[CH:17][C:16]([S:19]([CH3:22])(=[O:21])=[O:20])=[CH:15][CH:14]=2)[CH:11]=1.FC(F)(F)C(O)=O. The yield is 0.810.